From a dataset of Catalyst prediction with 721,799 reactions and 888 catalyst types from USPTO. Predict which catalyst facilitates the given reaction. (1) Reactant: Br[CH:2]([C:16]1[CH:21]=[CH:20][CH:19]=[CH:18][CH:17]=1)[C:3]([C:5]1[CH:6]=[CH:7][C:8]2[O:13][CH2:12][C:11](=[O:14])[NH:10][C:9]=2[CH:15]=1)=[O:4].[SH:22][C:23]1[C:28]([CH2:29][OH:30])=[CH:27][CH:26]=[CH:25][N:24]=1.C(N(CC)CC)C.O. Product: [OH:30][CH2:29][C:28]1[C:23]([S:22][CH:2]([C:16]2[CH:21]=[CH:20][CH:19]=[CH:18][CH:17]=2)[C:3]([C:5]2[CH:6]=[CH:7][C:8]3[O:13][CH2:12][C:11](=[O:14])[NH:10][C:9]=3[CH:15]=2)=[O:4])=[N:24][CH:25]=[CH:26][CH:27]=1. The catalyst class is: 3. (2) Product: [OH:48][CH:32]([CH2:31][N:21]1[C:18]2[CH2:19][CH2:20][NH:15][CH2:16][C:17]=2[C:23]([C:24]2[CH:29]=[CH:28][C:27]([I:30])=[CH:26][CH:25]=2)=[N:22]1)[CH2:33][N:34]1[CH2:35][CH2:36][N:37]([C:40]2[CH:45]=[CH:44][CH:43]=[CH:42][C:41]=2[C:46]#[N:47])[CH2:38][CH2:39]1. Reactant: FC(F)(F)C(O)=O.C(OC([N:15]1[CH2:20][CH2:19][C:18]2[N:21]([CH2:31][CH:32]([OH:48])[CH2:33][N:34]3[CH2:39][CH2:38][N:37]([C:40]4[CH:45]=[CH:44][CH:43]=[CH:42][C:41]=4[C:46]#[N:47])[CH2:36][CH2:35]3)[N:22]=[C:23]([C:24]3[CH:29]=[CH:28][C:27]([I:30])=[CH:26][CH:25]=3)[C:17]=2[CH2:16]1)=O)(C)(C)C. The catalyst class is: 2. (3) Reactant: [Br:1][C:2]1[CH:3]=[C:4]([NH:13][CH:14]([CH3:16])[CH3:15])[C:5]([CH3:12])=[C:6]([CH:11]=1)[C:7]([O:9][CH3:10])=[O:8].[C:17]([O-])([O-])=O.[Cs+].[Cs+].CI. Product: [Br:1][C:2]1[CH:3]=[C:4]([N:13]([CH:14]([CH3:16])[CH3:15])[CH3:17])[C:5]([CH3:12])=[C:6]([CH:11]=1)[C:7]([O:9][CH3:10])=[O:8]. The catalyst class is: 10. (4) Reactant: [NH2:1][C:2]1[CH:9]=[CH:8][C:5]([CH:6]=[O:7])=[C:4]([Cl:10])[CH:3]=1.[C:11](Cl)(=[O:13])[CH3:12]. Product: [Cl:10][C:4]1[CH:3]=[C:2]([NH:1][C:11](=[O:13])[CH3:12])[CH:9]=[CH:8][C:5]=1[CH:6]=[O:7]. The catalyst class is: 17. (5) Reactant: Br[C:2]1[S:22][C:5]2=[N:6][C:7]([CH3:21])=[CH:8][C:9]([NH:10][S:11]([C:14]3[CH:19]=[CH:18][CH:17]=[C:16]([Cl:20])[CH:15]=3)(=[O:13])=[O:12])=[C:4]2[C:3]=1[CH3:23].[CH:24]1[C:33]2[C:28](=[CH:29][CH:30]=[CH:31][CH:32]=2)[C:27](B(O)O)=[CH:26][N:25]=1.C(=O)([O-])[O-].[K+].[K+]. Product: [Cl:20][C:16]1[CH:15]=[C:14]([S:11]([NH:10][C:9]2[CH:8]=[C:7]([CH3:21])[N:6]=[C:5]3[S:22][C:2]([C:27]4[C:28]5[C:33](=[CH:32][CH:31]=[CH:30][CH:29]=5)[CH:24]=[N:25][CH:26]=4)=[C:3]([CH3:23])[C:4]=23)(=[O:13])=[O:12])[CH:19]=[CH:18][CH:17]=1. The catalyst class is: 551. (6) Reactant: [Cl:1][C:2]1[C:3]([CH:9]([N+:24]([O-])=[O:25])[CH2:10][NH:11][C:12](=[O:23])[C:13]2[CH:18]=[CH:17][CH:16]=[CH:15][C:14]=2[C:19]([F:22])([F:21])[F:20])=[N:4][CH:5]=[C:6]([Cl:8])[CH:7]=1.CN(C)C=O.O.N([O-])=O.[Na+]. Product: [Cl:1][C:2]1[C:3]([C:9](=[N:24][OH:25])[CH2:10][NH:11][C:12](=[O:23])[C:13]2[CH:18]=[CH:17][CH:16]=[CH:15][C:14]=2[C:19]([F:21])([F:20])[F:22])=[N:4][CH:5]=[C:6]([Cl:8])[CH:7]=1. The catalyst class is: 6. (7) Product: [F:1][C:2]1[CH:21]=[CH:20][C:5]([CH2:6][C:7]2[N:8]=[C:9]([OH:18])[C:10]([N+:15]([O-:17])=[O:16])=[C:11]([OH:13])[N:12]=2)=[CH:4][CH:3]=1. Reactant: [F:1][C:2]1[CH:21]=[CH:20][C:5]([CH2:6][C:7]2[N:12]=[C:11]([O:13]C)[C:10]([N+:15]([O-:17])=[O:16])=[C:9]([O:18]C)[N:8]=2)=[CH:4][CH:3]=1.Cl.N1C=CC=CC=1. The catalyst class is: 6.